Task: Predict which catalyst facilitates the given reaction.. Dataset: Catalyst prediction with 721,799 reactions and 888 catalyst types from USPTO Reactant: [OH:1][C@H:2]([CH2:12][NH:13][C:14]1[CH:15]=[CH:16][C:17]2[N:23]([CH3:24])[C:22](=[O:25])[O:21][CH2:20][CH2:19][C:18]=2[CH:26]=1)[CH2:3][NH:4][C:5](=[O:11])[O:6][C:7]([CH3:10])([CH3:9])[CH3:8].[C:27](N1C=CN=C1)(N1C=CN=C1)=[O:28]. Product: [C:7]([O:6][C:5](=[O:11])[NH:4][CH2:3][C@@H:2]1[O:1][C:27](=[O:28])[N:13]([C:14]2[CH:15]=[CH:16][C:17]3[N:23]([CH3:24])[C:22](=[O:25])[O:21][CH2:20][CH2:19][C:18]=3[CH:26]=2)[CH2:12]1)([CH3:8])([CH3:9])[CH3:10]. The catalyst class is: 23.